Task: Predict the reaction yield, written as a fraction of the theoretical maximum amount of product (1.0 means a 100% yield; for example, 0.34 means a 34% yield).. Dataset: Reaction yield outcomes from USPTO patents with 853,638 reactions (1) The reactants are Cl[C:2]1[N:3]=[CH:4][C:5]2[N:11]([CH3:12])[C:10](=[O:13])[C:9]([CH3:15])([CH3:14])[CH2:8][N:7]([CH:16]3[CH2:20][CH2:19][CH2:18][CH2:17]3)[C:6]=2[N:21]=1.[NH2:22][C:23]1[CH:31]=[CH:30][C:26]([C:27]([OH:29])=[O:28])=[CH:25][C:24]=1[O:32][CH3:33].C(O)(C(F)(F)F)=O. No catalyst specified. The product is [CH:16]1([N:7]2[CH2:8][C:9]([CH3:15])([CH3:14])[C:10](=[O:13])[N:11]([CH3:12])[C:5]3[CH:4]=[N:3][C:2]([NH:22][C:23]4[CH:31]=[CH:30][C:26]([C:27]([OH:29])=[O:28])=[CH:25][C:24]=4[O:32][CH3:33])=[N:21][C:6]2=3)[CH2:20][CH2:19][CH2:18][CH2:17]1. The yield is 0.760. (2) The reactants are Br[C:2]1[CH:3]=[C:4]2[C:9](=[CH:10][CH:11]=1)[C:8](=[O:12])[NH:7][N:6]=[CH:5]2.[CH3:13][O:14][C:15]1[CH:22]=[CH:21][C:18]([CH2:19][NH2:20])=[CH:17][CH:16]=1.C1C=CC(P(C2C(C3C(P(C4C=CC=CC=4)C4C=CC=CC=4)=CC=C4C=3C=CC=C4)=C3C(C=CC=C3)=CC=2)C2C=CC=CC=2)=CC=1.CC([O-])(C)C.[Na+]. The catalyst is C1(C)C=CC=CC=1.CCOC(C)=O.C1C=CC(/C=C/C(/C=C/C2C=CC=CC=2)=O)=CC=1.C1C=CC(/C=C/C(/C=C/C2C=CC=CC=2)=O)=CC=1.C1C=CC(/C=C/C(/C=C/C2C=CC=CC=2)=O)=CC=1.[Pd].[Pd]. The product is [CH3:13][O:14][C:15]1[CH:22]=[CH:21][C:18]([CH2:19][NH:20][C:2]2[CH:3]=[C:4]3[C:9](=[CH:10][CH:11]=2)[C:8](=[O:12])[NH:7][N:6]=[CH:5]3)=[CH:17][CH:16]=1. The yield is 0.350. (3) The reactants are C[O:2][C:3](=[O:29])[CH2:4][C:5]1[CH:10]=[CH:9][C:8]([C:11]#[C:12][C:13]2[CH:14]=[C:15]3[C:20](=[C:21]([OH:23])[CH:22]=2)[O:19][C:18]([CH3:25])([CH3:24])[CH2:17][C:16]3([CH3:27])[CH3:26])=[CH:7][C:6]=1[F:28].[OH-].[K+]. The catalyst is CO. The product is [F:28][C:6]1[CH:7]=[C:8]([C:11]#[C:12][C:13]2[CH:14]=[C:15]3[C:20](=[C:21]([OH:23])[CH:22]=2)[O:19][C:18]([CH3:25])([CH3:24])[CH2:17][C:16]3([CH3:26])[CH3:27])[CH:9]=[CH:10][C:5]=1[CH2:4][C:3]([OH:29])=[O:2]. The yield is 0.690. (4) The reactants are [CH3:1][S:2]([C:11]1[CH:16]=[CH:15][C:14]([CH2:17][CH2:18][C:19]([O:21][CH3:22])=[O:20])=[CH:13][CH:12]=1)(=[N:4]C(=O)C(F)(F)F)=[O:3].C([O-])([O-])=O.[K+].[K+]. The catalyst is CO. The product is [CH3:1][S:2]([C:11]1[CH:12]=[CH:13][C:14]([CH2:17][CH2:18][C:19]([O:21][CH3:22])=[O:20])=[CH:15][CH:16]=1)(=[NH:4])=[O:3]. The yield is 0.930. (5) The reactants are C([N:8]1[CH:12]=[C:11]([C:13]2[N:18]=[CH:17][C:16]([NH2:19])=[C:15]([C:20]3[C:21](F)=[N:22][CH:23]=[C:24]([C:26]4[CH:31]=[CH:30][C:29]([CH2:32][N:33]5[CH2:38][CH2:37][CH2:36][CH2:35][CH2:34]5)=[CH:28][CH:27]=4)[CH:25]=3)[CH:14]=2)[N:10]=[N:9]1)C1C=CC=CC=1.C[Si]([N-][Si](C)(C)C)(C)C.[Na+]. The catalyst is O1CCCC1. The product is [NH:8]1[CH:12]=[C:11]([C:13]2[N:18]=[CH:17][C:16]3[NH:19][C:21]4[N:22]=[CH:23][C:24]([C:26]5[CH:31]=[CH:30][C:29]([CH2:32][N:33]6[CH2:38][CH2:37][CH2:36][CH2:35][CH2:34]6)=[CH:28][CH:27]=5)=[CH:25][C:20]=4[C:15]=3[CH:14]=2)[N:10]=[N:9]1. The yield is 0.100.